From a dataset of Forward reaction prediction with 1.9M reactions from USPTO patents (1976-2016). Predict the product of the given reaction. Given the reactants Br[C:2]1[CH:3]=[C:4]([O:10][CH3:11])[C:5]([O:8][CH3:9])=[N:6][CH:7]=1.[CH3:12][O:13][C:14]1[CH:19]=[CH:18][C:17](B(O)O)=[CH:16][CH:15]=1, predict the reaction product. The product is: [CH3:9][O:8][C:5]1[C:4]([O:10][CH3:11])=[CH:3][C:2]([C:17]2[CH:18]=[CH:19][C:14]([O:13][CH3:12])=[CH:15][CH:16]=2)=[CH:7][N:6]=1.